Dataset: NCI-60 drug combinations with 297,098 pairs across 59 cell lines. Task: Regression. Given two drug SMILES strings and cell line genomic features, predict the synergy score measuring deviation from expected non-interaction effect. (1) Drug 1: CCCS(=O)(=O)NC1=C(C(=C(C=C1)F)C(=O)C2=CNC3=C2C=C(C=N3)C4=CC=C(C=C4)Cl)F. Drug 2: C1CN(CCN1C(=O)CCBr)C(=O)CCBr. Cell line: NCI-H460. Synergy scores: CSS=27.4, Synergy_ZIP=-6.50, Synergy_Bliss=-2.69, Synergy_Loewe=-7.41, Synergy_HSA=-4.05. (2) Drug 1: CN1CCC(CC1)COC2=C(C=C3C(=C2)N=CN=C3NC4=C(C=C(C=C4)Br)F)OC. Drug 2: CC1CCCC2(C(O2)CC(NC(=O)CC(C(C(=O)C(C1O)C)(C)C)O)C(=CC3=CSC(=N3)C)C)C. Cell line: A549. Synergy scores: CSS=21.7, Synergy_ZIP=-0.543, Synergy_Bliss=5.02, Synergy_Loewe=4.37, Synergy_HSA=5.45. (3) Drug 1: CCCCC(=O)OCC(=O)C1(CC(C2=C(C1)C(=C3C(=C2O)C(=O)C4=C(C3=O)C=CC=C4OC)O)OC5CC(C(C(O5)C)O)NC(=O)C(F)(F)F)O. Drug 2: COC1=C2C(=CC3=C1OC=C3)C=CC(=O)O2. Cell line: MOLT-4. Synergy scores: CSS=62.3, Synergy_ZIP=-1.30, Synergy_Bliss=-3.09, Synergy_Loewe=-19.8, Synergy_HSA=-3.36. (4) Drug 1: CC1=CC=C(C=C1)C2=CC(=NN2C3=CC=C(C=C3)S(=O)(=O)N)C(F)(F)F. Drug 2: CN1C2=C(C=C(C=C2)N(CCCl)CCCl)N=C1CCCC(=O)O.Cl. Cell line: OVCAR-4. Synergy scores: CSS=1.18, Synergy_ZIP=-0.589, Synergy_Bliss=-0.0191, Synergy_Loewe=-1.18, Synergy_HSA=-0.333. (5) Drug 1: C1C(C(OC1N2C=NC3=C(N=C(N=C32)Cl)N)CO)O. Drug 2: CCCCC(=O)OCC(=O)C1(CC(C2=C(C1)C(=C3C(=C2O)C(=O)C4=C(C3=O)C=CC=C4OC)O)OC5CC(C(C(O5)C)O)NC(=O)C(F)(F)F)O. Cell line: HCC-2998. Synergy scores: CSS=86.1, Synergy_ZIP=-3.58, Synergy_Bliss=-5.84, Synergy_Loewe=-2.31, Synergy_HSA=0.783. (6) Drug 1: COC1=NC(=NC2=C1N=CN2C3C(C(C(O3)CO)O)O)N. Drug 2: CC1CCCC2(C(O2)CC(NC(=O)CC(C(C(=O)C(C1O)C)(C)C)O)C(=CC3=CSC(=N3)C)C)C. Cell line: MDA-MB-231. Synergy scores: CSS=25.0, Synergy_ZIP=1.47, Synergy_Bliss=-0.0222, Synergy_Loewe=-28.1, Synergy_HSA=-2.84. (7) Drug 1: CC1C(C(CC(O1)OC2CC(CC3=C2C(=C4C(=C3O)C(=O)C5=C(C4=O)C(=CC=C5)OC)O)(C(=O)C)O)N)O.Cl. Drug 2: CC=C1C(=O)NC(C(=O)OC2CC(=O)NC(C(=O)NC(CSSCCC=C2)C(=O)N1)C(C)C)C(C)C. Cell line: HCC-2998. Synergy scores: CSS=62.7, Synergy_ZIP=-3.60, Synergy_Bliss=-1.40, Synergy_Loewe=-19.3, Synergy_HSA=-0.896.